From a dataset of Reaction yield outcomes from USPTO patents with 853,638 reactions. Predict the reaction yield, written as a fraction of the theoretical maximum amount of product (1.0 means a 100% yield; for example, 0.34 means a 34% yield). (1) The reactants are [OH:1][C:2]1[CH:7]=[C:6]([CH3:8])[CH:5]=[CH:4][N:3]=1.Br[C:10]1[CH:14]=[CH:13][S:12][CH:11]=1.C(=O)([O-])[O-].[K+].[K+]. The catalyst is CN(C)C=O.[OH-].[NH4+].[Cu]I. The product is [CH3:8][C:6]1[CH:5]=[CH:4][N:3]([C:10]2[CH:14]=[CH:13][S:12][CH:11]=2)[C:2](=[O:1])[CH:7]=1. The yield is 0.290. (2) The reactants are [CH:1]([C:4]1[CH:9]=[CH:8][C:7]([CH:10]2[C:14]3[C:15]([CH3:29])=[C:16]([NH:21][C:22](=[O:28])[C:23](OCC)=[O:24])[C:17]([CH3:20])=[C:18]([CH3:19])[C:13]=3[O:12][CH2:11]2)=[CH:6][CH:5]=1)([CH3:3])[CH3:2].[C:30]([Mg]Cl)([CH3:33])([CH3:32])[CH3:31]. The catalyst is C1COCC1. The product is [CH:1]([C:4]1[CH:5]=[CH:6][C:7]([CH:10]2[C:14]3[C:15]([CH3:29])=[C:16]([NH:21][C:22](=[O:28])[C:23](=[O:24])[C:30]([CH3:33])([CH3:32])[CH3:31])[C:17]([CH3:20])=[C:18]([CH3:19])[C:13]=3[O:12][CH2:11]2)=[CH:8][CH:9]=1)([CH3:2])[CH3:3]. The yield is 0.280.